This data is from Forward reaction prediction with 1.9M reactions from USPTO patents (1976-2016). The task is: Predict the product of the given reaction. Given the reactants C(O[C:6]([N:8]1[CH2:12][CH:11]([CH2:13][O:14][CH3:15])[CH2:10][CH:9]1[C:16]1[NH:17][C:18]([C:21]2[CH:26]=[CH:25][C:24]([Br:27])=[CH:23][CH:22]=2)=[CH:19][N:20]=1)=[O:7])(C)(C)C.Cl.[CH3:29][O:30][C:31]([NH:33][CH:34]([CH:38]([CH3:40])[CH3:39])C(O)=O)=[O:32].CN(C(ON1N=NC2C=CC=NC1=2)=[N+](C)C)C.F[P-](F)(F)(F)(F)F.C(N(CC)CC)C, predict the reaction product. The product is: [CH3:29][O:30][C:31](=[O:32])[NH:33][CH:34]([C:6]([N:8]1[CH2:12][CH:11]([CH2:13][O:14][CH3:15])[CH2:10][CH:9]1[C:16]1[NH:17][C:18]([C:21]2[CH:22]=[CH:23][C:24]([Br:27])=[CH:25][CH:26]=2)=[CH:19][N:20]=1)=[O:7])[CH:38]([CH3:40])[CH3:39].